This data is from hERG potassium channel inhibition data for cardiac toxicity prediction from Karim et al.. The task is: Regression/Classification. Given a drug SMILES string, predict its toxicity properties. Task type varies by dataset: regression for continuous values (e.g., LD50, hERG inhibition percentage) or binary classification for toxic/non-toxic outcomes (e.g., AMES mutagenicity, cardiotoxicity, hepatotoxicity). Dataset: herg_karim. (1) The drug is CC1(C)Oc2cccc(CN3CCC4(CC3)CCN(C(=O)c3ncccc3N)CC4)c2O1. The result is 1 (blocker). (2) The drug is COc1ccc(CCN2C(=O)N(NS(C)(=O)=O)C[C@@H]2c2ccc(OC)cc2)cc1. The result is 0 (non-blocker).